Dataset: Reaction yield outcomes from USPTO patents with 853,638 reactions. Task: Predict the reaction yield, written as a fraction of the theoretical maximum amount of product (1.0 means a 100% yield; for example, 0.34 means a 34% yield). (1) The reactants are C(P(C(C)(C)C)C1C=CC=CC=1C1C(C(C)C)=CC(C(C)C)=CC=1C(C)C)(C)(C)C.Br[C:32]1[N:33]=[C:34]2[CH:40]=[C:39]([C:41]3[C:49]4[C:44](=[CH:45][CH:46]=[C:47]([O:50][CH3:51])[CH:48]=4)[N:43]([CH3:52])[CH:42]=3)[N:38]([CH2:53][O:54][CH2:55][CH2:56][Si:57]([CH3:60])([CH3:59])[CH3:58])[C:35]2=[N:36][CH:37]=1.[C:61](=[O:68])([O:63][C:64]([CH3:67])([CH3:66])[CH3:65])[NH2:62].CC([O-])(C)C.[Na+]. The catalyst is O1CCOCC1.CCOC(C)=O.C1C=CC(/C=C/C(/C=C/C2C=CC=CC=2)=O)=CC=1.C1C=CC(/C=C/C(/C=C/C2C=CC=CC=2)=O)=CC=1.C1C=CC(/C=C/C(/C=C/C2C=CC=CC=2)=O)=CC=1.[Pd].[Pd]. The product is [CH3:51][O:50][C:47]1[CH:48]=[C:49]2[C:44](=[CH:45][CH:46]=1)[N:43]([CH3:52])[CH:42]=[C:41]2[C:39]1[N:38]([CH2:53][O:54][CH2:55][CH2:56][Si:57]([CH3:60])([CH3:59])[CH3:58])[C:35]2=[N:36][CH:37]=[C:32]([NH:62][C:61](=[O:68])[O:63][C:64]([CH3:67])([CH3:66])[CH3:65])[N:33]=[C:34]2[CH:40]=1. The yield is 0.420. (2) The reactants are C([O-])=O.[NH4+].C([N:12]1[CH2:17][CH2:16][C:15]2([C:25]3[C:20](=[CH:21][CH:22]=[CH:23][C:24]=3[CH2:26][NH:27][C:28](=[O:34])[O:29][C:30]([CH3:33])([CH3:32])[CH3:31])[N:19]([C:35]3[C:36]4[C@H:43]([CH3:44])[CH2:42][CH2:41][C:37]=4[N:38]=[CH:39][N:40]=3)[CH2:18]2)[CH2:14][CH2:13]1)C1C=CC=CC=1. The catalyst is CO.[Pd]. The product is [CH3:44][C@H:43]1[C:36]2[C:35]([N:19]3[C:20]4[C:25](=[C:24]([CH2:26][NH:27][C:28](=[O:34])[O:29][C:30]([CH3:33])([CH3:32])[CH3:31])[CH:23]=[CH:22][CH:21]=4)[C:15]4([CH2:14][CH2:13][NH:12][CH2:17][CH2:16]4)[CH2:18]3)=[N:40][CH:39]=[N:38][C:37]=2[CH2:41][CH2:42]1. The yield is 0.780. (3) The reactants are [Cl:1][C:2]1[C:3](F)=[CH:4][C:5]([F:15])=[C:6]([CH:14]=1)[C:7]([O:9][C:10]([CH3:13])([CH3:12])[CH3:11])=[O:8].[Cl:17][C:18]1[CH:19]=[C:20]([OH:29])[CH:21]=[CH:22][C:23]=1[O:24][C:25]([F:28])([F:27])[F:26].C(=O)([O-])[O-].[K+].[K+]. The catalyst is CN(C)C=O.C(OCC)C. The product is [Cl:1][C:2]1[C:3]([O:29][C:20]2[CH:21]=[CH:22][C:23]([O:24][C:25]([F:26])([F:27])[F:28])=[C:18]([Cl:17])[CH:19]=2)=[CH:4][C:5]([F:15])=[C:6]([CH:14]=1)[C:7]([O:9][C:10]([CH3:13])([CH3:12])[CH3:11])=[O:8]. The yield is 0.970.